Dataset: Experimentally validated miRNA-target interactions with 360,000+ pairs, plus equal number of negative samples. Task: Binary Classification. Given a miRNA mature sequence and a target amino acid sequence, predict their likelihood of interaction. (1) The protein sequence of the target gene is MSGAIFGPLEGPSSLDAPSIHPLVCPLCHVQYERPCLLDCFHDFCAGCLRGRATDGRLTCPLCQHQTVLKGPSGLPPVDRLLQFLVDSSGDGVEAVRCANCDLECSEQDVETTYFCNTCGQPLCARCRDETHRARMFARHDIVALGQRSRDVPQKCTLHAEPYLLFSTDKKLLLCIRCFRDMQKESRAHCVDLESAYVQGCERLEQAVLAVKALQTATREAIALLQAMVEEVRHSAAEEEDAIHALFGSMQDRLAERKALLLQAVQSQYEEKDKAFKEQLSHLATLLPTLQVHLVICSSF.... Result: 0 (no interaction). The miRNA is hsa-miR-6866-5p with sequence UUAGAGGCUGGAAUAGAGAUUCU. (2) The miRNA is rno-miR-146a-5p with sequence UGAGAACUGAAUUCCAUGGGUU. The protein sequence of the target gene is MAVRALKLLTTLLAVVAAASQAEVESEAGWGMVTPDLLFAEGTAAYARGDWPGVVLSMERALRSRAALRALRLRCRTQCAADFPWELDPDWSPSPAQASGAAALRDLSFFGGLLRRAACLRRCLGPPAAHSLSEEMELEFRKRSPYNYLQVAYFKINKLEKAVAAAHTFFVGNPEHMEMQQNLDYYQTMSGVKEADFKDLETQPHMQEFRLGVRLYSEEQPQEAVPHLEAALQEYFVAYEECRALCEGPYDYDGYNYLEYNADLFQAITDHYIQVLNCKQNCVTELASHPSREKPFEDFL.... Result: 0 (no interaction). (3) The miRNA is hsa-miR-4454 with sequence GGAUCCGAGUCACGGCACCA. The protein sequence of the target gene is MEPGGDHRSRSGGGRGGPGPAVTSARGRRLPPTAASGGTEPEEDDGGQALQLEGGALGSWGSTPLPSSRARGPASSGRKYSDHCEARASRPGKSRIPGRDHRRYYHDHWRLEYLMDFIPSRHGMVCMVCGSSLATLKLSTIKRHIRQKHPYSLHWSPREKEVISNSWDAHLGLGAGGEAESLGAQGAEEEEEEDEEEEEGANLQACPPKGSGKAPAGGGCRRQRRGVRGGSVAPRRRRLAASRRAGGSRGLGARRLERRLKESLQNWFRAECLMDYDPRGNRLVCMACGRALPSLHLDDI.... Result: 0 (no interaction). (4) The miRNA is mmu-miR-6999-3p with sequence CUUCAGCUGUCCUCCUUUCUGU. The protein sequence of the target gene is MAAESDVLHFQFEQQGDVVLQKMNLLRQQNLFCDVSIYINDTEFQGHKVILAACSTFMRDQFLLTQSKHVRITILQSAEVGWKLLLSCYTGALEVKRKELLKYLTAASYLQMVHIVEKCTEALSKYLEIDLSMKNNQHTDLCQSSDTDVKNEEENSDKDCEIIEISEDSPVNLDFHVKEEESNALQSAAETLTSERMRMQSPELSAVDGGFKENEICILHVESISTDDVENGQFSQPCTSSKAGIYFPETQHSLINSTVENRVTEVPGNTNQGLFSENSDGSHGTVNEIQNLDENFSLRH.... Result: 0 (no interaction). (5) The miRNA is cel-miR-245-3p with sequence AUUGGUCCCCUCCAAGUAGCUC. The protein sequence of the target gene is MTSPQLEWTLQTLLEQLNEDELKSFKSLLWAFPLEDVLQKTPWSEVEEADGKKLAEILVNTSSENWIRNATVNILEEMNLTELCKMAKAEMMEDGQVQEIDNPELGDAEEDSELAKPGEKEGWRNSMEKQSLVWKNTFWQGDIDNFHDDVTLRNQRFIPFLNPRTPRKLTPYTVVLHGPAGVGKTTLAKKCMLDWTDCNLSPTLRYAFYLSCKELSRMGPCSFAELISKDWPELQDDIPSILAQAQRILFVVDGLDELKVPPGALIQDICGDWEKKKPVPVLLGSLLKRKMLPRAALLVT.... Result: 0 (no interaction).